Dataset: Full USPTO retrosynthesis dataset with 1.9M reactions from patents (1976-2016). Task: Predict the reactants needed to synthesize the given product. (1) Given the product [CH2:1]([O:8][C:9](=[O:10])[NH:11][C@@H:12]([C:16]1[CH:21]=[CH:20][CH:19]=[CH:18][CH:17]=1)[C:13]([N:55]1[CH2:56][CH2:57][C:53]([F:58])([F:52])[CH2:54]1)=[O:15])[C:2]1[CH:3]=[CH:4][CH:5]=[CH:6][CH:7]=1, predict the reactants needed to synthesize it. The reactants are: [CH2:1]([O:8][C:9]([NH:11][C@@H:12]([C:16]1[CH:21]=[CH:20][CH:19]=[CH:18][CH:17]=1)[C:13]([OH:15])=O)=[O:10])[C:2]1[CH:7]=[CH:6][CH:5]=[CH:4][CH:3]=1.CN(C)C1C=CN=CC=1.C1(C)C=CC(S(O)(=O)=O)=CC=1.C(N=C=NC(C)C)(C)C.Cl.[F:52][C:53]1([F:58])[CH2:57][CH2:56][NH:55][CH2:54]1.C(N(CC)C(C)C)(C)C. (2) Given the product [CH3:1][C:77]1[CH:78]=[CH:79][C:74]([N:49]2[CH2:54][CH2:53][CH:52]([O:55][N:56]=[C:57]3[CH2:62][CH2:61][N:60]([C:63]4[CH:68]=[CH:67][C:66]([S:69]([CH3:72])(=[O:71])=[O:70])=[CH:65][C:64]=4[F:73])[CH2:59][CH2:58]3)[CH2:51][CH2:50]2)=[N:75][CH:76]=1, predict the reactants needed to synthesize it. The reactants are: [CH3:1]C1(C)C2C(=C(P(C3C=CC=CC=3)C3C=CC=CC=3)C=CC=2)OC2C(P(C3C=CC=CC=3)C3C=CC=CC=3)=CC=CC1=2.CC([O-])(C)C.[Na+].[N:49]1([C:74]2[CH:79]=[CH:78][CH:77]=[CH:76][N:75]=2)[CH2:54][CH2:53][CH:52]([O:55][N:56]=[C:57]2[CH2:62][CH2:61][N:60]([C:63]3[CH:68]=[CH:67][C:66]([S:69]([CH3:72])(=[O:71])=[O:70])=[CH:65][C:64]=3[F:73])[CH2:59][CH2:58]2)[CH2:51][CH2:50]1.BrC1C=CC(C)=CN=1.